This data is from Forward reaction prediction with 1.9M reactions from USPTO patents (1976-2016). The task is: Predict the product of the given reaction. (1) Given the reactants COC1C=CC(P2(SP(C3C=CC(OC)=CC=3)(=S)S2)=[S:10])=CC=1.[Cl:23][C:24]1[N:29]=[CH:28][C:27]([NH:30][C:31](=O)[C:32]2[CH:37]=[CH:36][CH:35]=[N:34][C:33]=2[F:38])=[CH:26][CH:25]=1.N1C=CC=CC=1.C1(C)C=CC=CC=1, predict the reaction product. The product is: [Cl:23][C:24]1[N:29]=[CH:28][C:27]([NH:30][C:31]([C:32]2[C:33]([F:38])=[N:34][CH:35]=[CH:36][CH:37]=2)=[S:10])=[CH:26][CH:25]=1. (2) Given the reactants [Cl:1][C:2]1[S:6][C:5]([CH2:7][N:8]2[C:12]3=[N:13][CH:14]=[CH:15][CH:16]=[C:11]3[C:10]([CH:17]3[CH2:22][CH2:21][NH:20][CH2:19][CH2:18]3)=[CH:9]2)=[CH:4][CH:3]=1.C[O:24][C:25](=[O:38])[C:26]1[CH:31]=[CH:30][CH:29]=[C:28]([O:32][CH3:33])[C:27]=1[O:34][CH2:35][CH2:36]Cl, predict the reaction product. The product is: [Cl:1][C:2]1[S:6][C:5]([CH2:7][N:8]2[C:12]3=[N:13][CH:14]=[CH:15][CH:16]=[C:11]3[C:10]([CH:17]3[CH2:18][CH2:19][N:20]([CH2:36][CH2:35][O:34][C:27]4[C:28]([O:32][CH3:33])=[CH:29][CH:30]=[CH:31][C:26]=4[C:25]([OH:38])=[O:24])[CH2:21][CH2:22]3)=[CH:9]2)=[CH:4][CH:3]=1. (3) Given the reactants C1(P(C2C=CC=CC=2)C2C=CC=CC=2)C=CC=CC=1.[C:20]([Cl:24])(Cl)(Cl)Cl.[C:25]1([S:31]([C:34]2[CH:39]=[CH:38][C:37](CO)=[CH:36][CH:35]=2)(=[O:33])=[O:32])[CH:30]=[CH:29][CH:28]=[CH:27][CH:26]=1, predict the reaction product. The product is: [C:25]1([S:31]([C:34]2[CH:39]=[CH:38][C:37]([CH2:20][Cl:24])=[CH:36][CH:35]=2)(=[O:33])=[O:32])[CH:26]=[CH:27][CH:28]=[CH:29][CH:30]=1. (4) Given the reactants [Br:1][C:2]1[CH:7]=[C:6]([C:8]([O:10][CH3:11])=[O:9])[N:5]=[C:4](C(O)=O)[CH:3]=1.C([N:17]([CH2:20]C)CC)C.[C:22]([OH:26])([CH3:25])([CH3:24])[CH3:23].C1(P(N=[N+]=[N-])(C2C=CC=CC=2)=[O:34])C=CC=CC=1, predict the reaction product. The product is: [Br:1][C:2]1[CH:3]=[C:4]([NH:17][C:20]([O:26][C:22]([CH3:25])([CH3:24])[CH3:23])=[O:34])[N:5]=[C:6]([C:8]([O:10][CH3:11])=[O:9])[CH:7]=1. (5) Given the reactants [NH2:1][CH2:2][C@H:3]1[C@H:9]([C:10]2[CH:15]=[CH:14][C:13]([Cl:16])=[C:12]([F:17])[CH:11]=2)[O:8][CH2:7][CH2:6][N:5](C(OC(C)(C)C)=O)[CH2:4]1.[N:25]1[CH:30]=[CH:29][CH:28]=[CH:27][C:26]=1[C:31]([NH:33][CH2:34][C:35](O)=[O:36])=[O:32], predict the reaction product. The product is: [ClH:16].[Cl:16][C:13]1[CH:14]=[CH:15][C:10]([C@@H:9]2[O:8][CH2:7][CH2:6][NH:5][CH2:4][C@H:3]2[CH2:2][NH:1][C:35](=[O:36])[CH2:34][NH:33][C:31]([C:26]2[CH:27]=[CH:28][CH:29]=[CH:30][N:25]=2)=[O:32])=[CH:11][C:12]=1[F:17]. (6) Given the reactants [CH:1]([CH:4]1[N:13]2[C:8](=[CH:9][C:10](=[O:19])[C:11]([C:14]([O:16]CC)=[O:15])=[CH:12]2)[C:7]2[CH:20]=[C:21]([O:29][CH3:30])[C:22]([O:24][CH2:25][CH2:26][O:27][CH3:28])=[CH:23][C:6]=2[CH2:5]1)([CH3:3])[CH3:2].[Li+].[OH-].Cl, predict the reaction product. The product is: [CH:1]([CH:4]1[N:13]2[C:8](=[CH:9][C:10](=[O:19])[C:11]([C:14]([OH:16])=[O:15])=[CH:12]2)[C:7]2[CH:20]=[C:21]([O:29][CH3:30])[C:22]([O:24][CH2:25][CH2:26][O:27][CH3:28])=[CH:23][C:6]=2[CH2:5]1)([CH3:3])[CH3:2]. (7) Given the reactants [CH3:1][O:2][C@H:3]1[CH2:11][C:10]2[C:5](=[CH:6][CH:7]=[CH:8][CH:9]=2)[C@H:4]1[NH:12]C(=O)OC(C)(C)C.Cl.C(=O)([O-])[O-].[Na+].[Na+], predict the reaction product. The product is: [CH3:1][O:2][C@H:3]1[CH2:11][C:10]2[C:5](=[CH:6][CH:7]=[CH:8][CH:9]=2)[C@H:4]1[NH2:12]. (8) Given the reactants Br[C:2]1[CH:3]=[C:4]([C:8]([C:10]2[C:11]([NH:16][C@H:17]3[CH2:21][C@H:20]([O:22][Si:23]([CH:30]([CH3:32])[CH3:31])([CH:27]([CH3:29])[CH3:28])[CH:24]([CH3:26])[CH3:25])[C@@H:19]([CH2:33][OH:34])[CH2:18]3)=[N:12][CH:13]=[N:14][CH:15]=2)=[O:9])[S:5][C:6]=1Cl.O.C([O-])([O-])=O.[Cs+].[Cs+].[K+].[CH2:43]([B-](F)(F)F)[C:44]1[CH:49]=[CH:48][CH:47]=[CH:46][CH:45]=1, predict the reaction product. The product is: [CH2:43]([C:2]1[CH:3]=[C:4]([C:8]([C:10]2[C:11]([NH:16][C@H:17]3[CH2:21][C@H:20]([O:22][Si:23]([CH:27]([CH3:29])[CH3:28])([CH:24]([CH3:26])[CH3:25])[CH:30]([CH3:31])[CH3:32])[C@@H:19]([CH2:33][OH:34])[CH2:18]3)=[N:12][CH:13]=[N:14][CH:15]=2)=[O:9])[S:5][C:6]=1[CH2:43][C:44]1[CH:49]=[CH:48][CH:47]=[CH:46][CH:45]=1)[C:44]1[CH:49]=[CH:48][CH:47]=[CH:46][CH:45]=1. (9) Given the reactants [C:1]([C@H:5]1[CH2:10][CH2:9][C@H:8]([C:11]([OH:13])=O)[CH2:7][CH2:6]1)([CH3:4])([CH3:3])[CH3:2].C(Cl)(=O)C([Cl:17])=O, predict the reaction product. The product is: [C:1]([C@H:5]1[CH2:10][CH2:9][C@H:8]([C:11]([Cl:17])=[O:13])[CH2:7][CH2:6]1)([CH3:4])([CH3:3])[CH3:2].